This data is from Catalyst prediction with 721,799 reactions and 888 catalyst types from USPTO. The task is: Predict which catalyst facilitates the given reaction. (1) Reactant: Br[C:2]1[S:3][CH:4]=[CH:5][N:6]=1.C([Mg]Cl)(C)C.[C:12]([C:15]1[CH:24]=[CH:23][C:18]([C:19]([O:21][CH3:22])=[O:20])=[CH:17][CH:16]=1)(=[O:14])[CH3:13]. Product: [OH:14][C:12]([C:15]1[CH:24]=[CH:23][C:18]([C:19]([O:21][CH3:22])=[O:20])=[CH:17][CH:16]=1)([C:4]1[S:3][CH:2]=[N:6][CH:5]=1)[CH3:13]. The catalyst class is: 1. (2) Reactant: C1(C)C=CC(S([O-])(=O)=O)=CC=1.[NH+]1C=CC=CC=1.O1CCCCC1[O:24][CH2:25][CH2:26][N:27]1[CH:32]=[CH:31][C:30]2[CH:33]=[CH:34][O:35][C:29]=2[C:28]1=[O:36].C(=O)([O-])O.[Na+]. Product: [OH:24][CH2:25][CH2:26][N:27]1[CH:32]=[CH:31][C:30]2[CH:33]=[CH:34][O:35][C:29]=2[C:28]1=[O:36]. The catalyst class is: 5. (3) Reactant: [CH3:1][O:2][C:3]1[CH:7]=[C:6]([CH2:8]O)[O:5][N:4]=1.C1(P(C2C=CC=CC=2)C2C=CC=CC=2)C=CC=CC=1.C(Br)(Br)(Br)[Br:30]. Product: [Br:30][CH2:8][C:6]1[O:5][N:4]=[C:3]([O:2][CH3:1])[CH:7]=1. The catalyst class is: 4. (4) Product: [C:1]([O:5][C:6]([N:8]1[CH2:9][CH:10]([NH:12][C:13]([C:15]2[CH:16]=[C:17]([CH:21]3[C:30]([CH3:32])([CH3:31])[CH2:29][C:28]4[C:23](=[CH:24][CH:25]=[C:26]([C:33]([OH:35])=[O:34])[CH:27]=4)[NH:22]3)[CH:18]=[CH:19][CH:20]=2)=[O:14])[CH2:11]1)=[O:7])([CH3:4])([CH3:2])[CH3:3]. Reactant: [C:1]([O:5][C:6]([N:8]1[CH2:11][CH:10]([NH:12][C:13]([C:15]2[CH:16]=[C:17]([CH:21]3[C:30]([CH3:32])([CH3:31])[CH2:29][C:28]4[C:23](=[CH:24][CH:25]=[C:26]([C:33]([O:35]C)=[O:34])[CH:27]=4)[NH:22]3)[CH:18]=[CH:19][CH:20]=2)=[O:14])[CH2:9]1)=[O:7])([CH3:4])([CH3:3])[CH3:2].[OH-].[Na+]. The catalyst class is: 5. (5) Reactant: [NH2:1][C@@H:2]([C:13]([NH:15][C@H:16]([C:29]([O:31][CH3:32])=[O:30])[CH2:17][CH2:18][CH2:19][CH2:20][NH:21][C:22]([O:24][C:25]([CH3:28])([CH3:27])[CH3:26])=[O:23])=[O:14])[CH2:3][C:4]1[C:12]2[C:7](=[CH:8][CH:9]=[CH:10][CH:11]=2)[NH:6][CH:5]=1.[NH:33]([C:44]([O:46][CH2:47][C:48]1[CH:53]=[CH:52][CH:51]=[CH:50][CH:49]=1)=[O:45])[C@H:34]([C:41](O)=[O:42])[C:35]1[CH:40]=[CH:39][CH:38]=[CH:37][CH:36]=1.C1C=CC2N(O)N=NC=2C=1. Product: [NH:33]([C:44]([O:46][CH2:47][C:48]1[CH:53]=[CH:52][CH:51]=[CH:50][CH:49]=1)=[O:45])[C@H:34]([C:41]([NH:1][C@@H:2]([C:13]([NH:15][C@H:16]([C:29]([O:31][CH3:32])=[O:30])[CH2:17][CH2:18][CH2:19][CH2:20][NH:21][C:22]([O:24][C:25]([CH3:26])([CH3:27])[CH3:28])=[O:23])=[O:14])[CH2:3][C:4]1[C:12]2[C:7](=[CH:8][CH:9]=[CH:10][CH:11]=2)[NH:6][CH:5]=1)=[O:42])[C:35]1[CH:36]=[CH:37][CH:38]=[CH:39][CH:40]=1. The catalyst class is: 1. (6) Product: [Br:1][C:2]1[CH:3]=[C:4]([CH:5]=[C:6]([N+:8]([O-:10])=[O:9])[CH:7]=1)[CH2:11][N:28]1[CH2:27][CH:26]([CH3:25])[O:31][CH:30]([CH3:32])[CH2:29]1. The catalyst class is: 4. Reactant: [Br:1][C:2]1[CH:3]=[C:4]([CH2:11]O)[CH:5]=[C:6]([N+:8]([O-:10])=[O:9])[CH:7]=1.C(N(CC)CC)C.CS(Cl)(=O)=O.[CH3:25][CH:26]1[O:31][CH:30]([CH3:32])[CH2:29][NH:28][CH2:27]1. (7) Reactant: C(NC(C)C)(C)C.C([Li])CCC.[C:13](#[N:15])[CH3:14].[CH3:16][C:17]1([CH3:24])[CH2:22][CH2:21][CH2:20][O:19][C:18]1=[O:23]. Product: [OH:19][CH2:20][CH2:21][CH2:22][C:17]([CH3:24])([CH3:16])[C:18](=[O:23])[CH2:14][C:13]#[N:15]. The catalyst class is: 7. (8) Reactant: Cl[C:2]1[C:7]2[C:8](=[O:31])[N:9]([C:13]3[CH:18]=[CH:17][C:16]([N:19]4[CH2:23][CH2:22][N:21]([CH2:24][C:25]([F:28])([F:27])[F:26])[C:20]4=[O:29])=[C:15]([Cl:30])[CH:14]=3)[CH2:10][CH2:11][O:12][C:6]=2[N:5]=[CH:4][N:3]=1.[NH3:32]. Product: [NH2:32][C:2]1[C:7]2[C:8](=[O:31])[N:9]([C:13]3[CH:18]=[CH:17][C:16]([N:19]4[CH2:23][CH2:22][N:21]([CH2:24][C:25]([F:26])([F:28])[F:27])[C:20]4=[O:29])=[C:15]([Cl:30])[CH:14]=3)[CH2:10][CH2:11][O:12][C:6]=2[N:5]=[CH:4][N:3]=1. The catalyst class is: 12.